Dataset: Full USPTO retrosynthesis dataset with 1.9M reactions from patents (1976-2016). Task: Predict the reactants needed to synthesize the given product. (1) Given the product [O:2]=[C:3]1[CH2:12][C:11]2[C:10]([N:13]3[CH2:14][CH2:15][N:16]([CH2:19][CH2:20][CH2:21][CH2:22][O:23][C:24]4[N:33]=[C:32]5[C:27]([CH2:28][CH2:29][C:30](=[O:34])[NH:31]5)=[CH:26][CH:25]=4)[CH2:17][CH2:18]3)=[CH:9][CH:8]=[CH:7][C:6]=2[CH2:5][CH2:4]1, predict the reactants needed to synthesize it. The reactants are: C[O:2][C:3]1[CH2:12][C:11]2[C:10]([N:13]3[CH2:18][CH2:17][N:16]([CH2:19][CH2:20][CH2:21][CH2:22][O:23][C:24]4[N:33]=[C:32]5[C:27]([CH2:28][CH2:29][C:30](=[O:34])[NH:31]5)=[CH:26][CH:25]=4)[CH2:15][CH2:14]3)=[CH:9][CH:8]=[CH:7][C:6]=2[CH2:5][CH:4]=1. (2) Given the product [CH3:1][C:2]1[CH:7]=[C:6]([CH3:8])[CH:5]=[CH:4][C:3]=1[N:9]1[CH2:14][CH2:13][N:12]([C:15]([C:17]2[CH:22]=[CH:21][C:20]([N:23]3[C@H:27]([CH2:28][O:29][CH3:40])[CH2:26][CH2:25][S:24]3(=[O:30])=[O:31])=[CH:19][C:18]=2[S:32]([CH3:35])(=[O:33])=[O:34])=[O:16])[CH2:11][CH2:10]1, predict the reactants needed to synthesize it. The reactants are: [CH3:1][C:2]1[CH:7]=[C:6]([CH3:8])[CH:5]=[CH:4][C:3]=1[N:9]1[CH2:14][CH2:13][N:12]([C:15]([C:17]2[CH:22]=[CH:21][C:20]([N:23]3[C@H:27]([CH2:28][OH:29])[CH2:26][CH2:25][S:24]3(=[O:31])=[O:30])=[CH:19][C:18]=2[S:32]([CH3:35])(=[O:34])=[O:33])=[O:16])[CH2:11][CH2:10]1.S(C1C=CC(C)=CC=1)(O[CH3:40])(=O)=O. (3) Given the product [C:32]([O:31][C:29](=[O:30])[NH:28][CH:23]([C:22]([N:21]1[CH2:20][CH:19]2[CH:17]([C:18]2([CH3:37])[CH3:38])[CH:16]1[C:14](=[O:15])[NH:13][C:8]1([CH2:6][OH:5])[CH2:9][CH:10]([CH3:12])[CH2:11]1)=[O:36])[C:24]([CH3:27])([CH3:25])[CH3:26])([CH3:33])([CH3:34])[CH3:35], predict the reactants needed to synthesize it. The reactants are: [BH4-].[Li+].C([O:5][C:6]([C:8]1([NH:13][C:14]([CH:16]2[N:21]([C:22](=[O:36])[CH:23]([NH:28][C:29]([O:31][C:32]([CH3:35])([CH3:34])[CH3:33])=[O:30])[C:24]([CH3:27])([CH3:26])[CH3:25])[CH2:20][CH:19]3[CH:17]2[C:18]3([CH3:38])[CH3:37])=[O:15])[CH2:11][CH:10]([CH3:12])[CH2:9]1)=O)C. (4) Given the product [NH2:17][C:18]1[CH:23]=[CH:22][C:21]([S:24]([F:29])([F:28])([F:27])([F:26])[F:25])=[CH:20][C:19]=1[CH3:8], predict the reactants needed to synthesize it. The reactants are: C([O-])([O-])=O.[Cs+].[Cs+].O.[CH3:8]B1OB(C)OB(C)O1.[NH2:17][C:18]1[CH:23]=[CH:22][C:21]([S:24]([F:29])([F:28])([F:27])([F:26])[F:25])=[CH:20][C:19]=1Br.